This data is from Full USPTO retrosynthesis dataset with 1.9M reactions from patents (1976-2016). The task is: Predict the reactants needed to synthesize the given product. (1) The reactants are: S(O[CH2:6][C:7]1([CH2:10]OS(C)(=O)=O)[CH2:9][CH2:8]1)(C)(=O)=O.[CH2:16]([NH:23][CH2:24][CH2:25][NH2:26])[C:17]1[CH:22]=[CH:21][CH:20]=[CH:19][CH:18]=1.C(=O)([O-])[O-].[K+].[K+]. Given the product [CH2:16]([N:23]1[CH2:24][CH2:25][NH:26][CH2:10][C:7]2([CH2:9][CH2:8]2)[CH2:6]1)[C:17]1[CH:22]=[CH:21][CH:20]=[CH:19][CH:18]=1, predict the reactants needed to synthesize it. (2) Given the product [O:26]1[CH2:27][CH2:28][O:29][C:24]2[CH:23]=[C:22]([NH:20][C:21]3[N:7]4[C:2]([F:1])=[CH:3][CH:4]=[CH:5][C:6]4=[N:8][C:12]=3[C:11]3[C:10]([F:9])=[CH:17][C:16]([OH:18])=[CH:15][C:14]=3[F:19])[CH:31]=[CH:30][C:25]1=2, predict the reactants needed to synthesize it. The reactants are: [F:1][C:2]1[N:7]=[C:6]([NH2:8])[CH:5]=[CH:4][CH:3]=1.[F:9][C:10]1[CH:17]=[C:16]([OH:18])[CH:15]=[C:14]([F:19])[C:11]=1[CH:12]=O.[N+:20]([C:22]1[CH:31]=[CH:30][C:25]2[O:26][CH2:27][CH2:28][O:29][C:24]=2[CH:23]=1)#[C-:21]. (3) The reactants are: Cl[CH2:2][CH2:3][C:4]1[C:5]([C:16]2[CH:20]=[CH:19][S:18][CH:17]=2)=[N:6][C:7]2[C:12]([CH:13]=1)=[CH:11][CH:10]=[C:9]([O:14][CH3:15])[CH:8]=2.[Br:21][C:22]1[CH:27]=[CH:26][C:25]([CH2:28][CH2:29][NH2:30])=[CH:24][CH:23]=1. Given the product [Br:21][C:22]1[CH:27]=[CH:26][C:25]([CH2:28][CH2:29][NH:30][CH2:2][CH2:3][C:4]2[C:5]([C:16]3[CH:20]=[CH:19][S:18][CH:17]=3)=[N:6][C:7]3[C:12]([CH:13]=2)=[CH:11][CH:10]=[C:9]([O:14][CH3:15])[CH:8]=3)=[CH:24][CH:23]=1, predict the reactants needed to synthesize it. (4) Given the product [O:11]=[C:12]1[N:16]([C:20]([O:22][C:23]([CH3:26])([CH3:25])[CH3:24])=[O:21])[C@H:15]([C:1]([O:5][CH2:6][CH3:7])=[O:8])[CH2:14][CH2:13]1, predict the reactants needed to synthesize it. The reactants are: [CH:1]([O:8]CC)([O:5][CH2:6][CH3:7])OCC.[O:11]=[C:12]1[NH:16][C@H:15](C(O)=O)[CH2:14][CH2:13]1.[C:20](O[C:20]([O:22][C:23]([CH3:26])([CH3:25])[CH3:24])=[O:21])([O:22][C:23]([CH3:26])([CH3:25])[CH3:24])=[O:21]. (5) Given the product [I:24][C:3]1[C:4]2[C:9](=[CH:8][CH:7]=[C:6]([NH:10][C:11](=[O:17])[O:12][C:13]([CH3:14])([CH3:16])[CH3:15])[CH:5]=2)[NH:1][N:2]=1, predict the reactants needed to synthesize it. The reactants are: [NH:1]1[C:9]2[C:4](=[CH:5][C:6]([NH:10][C:11](=[O:17])[O:12][C:13]([CH3:16])([CH3:15])[CH3:14])=[CH:7][CH:8]=2)[CH:3]=[N:2]1.C([O-])([O-])=O.[K+].[K+].[I:24]I.OS([O-])=O.[Na+]. (6) Given the product [O:15]=[C:13]1[NH:12][C:8]2=[N:9][CH:10]=[CH:11][C:6]([O:5][C:4]3[CH:3]=[C:2]([NH:1][C:28](=[O:29])[C:27]4[CH:31]=[CH:32][CH:33]=[C:25]([O:24][C:20]([F:19])([F:34])[CH:21]([F:22])[F:23])[CH:26]=4)[CH:18]=[CH:17][CH:16]=3)=[C:7]2[NH:14]1, predict the reactants needed to synthesize it. The reactants are: [NH2:1][C:2]1[CH:3]=[C:4]([CH:16]=[CH:17][CH:18]=1)[O:5][C:6]1[CH:11]=[CH:10][N:9]=[C:8]2[NH:12][C:13](=[O:15])[NH:14][C:7]=12.[F:19][C:20]([F:34])([O:24][C:25]1[CH:26]=[C:27]([CH:31]=[CH:32][CH:33]=1)[C:28](O)=[O:29])[CH:21]([F:23])[F:22]. (7) Given the product [C:10]([O:14][C:15](=[O:16])[NH:17][CH:18]1[CH2:19][CH2:20][N:21]([S:24]([C:27]2[CH:28]=[CH:29][C:30]([C:31]([N:46]3[CH2:42][CH2:41][CH2:40][CH2:45][CH2:44]3)=[O:33])=[CH:34][CH:35]=2)(=[O:25])=[O:26])[CH2:22][CH2:23]1)([CH3:12])([CH3:13])[CH3:11], predict the reactants needed to synthesize it. The reactants are: C(N(C(C)C)CC)(C)C.[C:10]([O:14][C:15]([NH:17][CH:18]1[CH2:23][CH2:22][N:21]([S:24]([C:27]2[CH:35]=[CH:34][C:30]([C:31]([OH:33])=O)=[CH:29][CH:28]=2)(=[O:26])=[O:25])[CH2:20][CH2:19]1)=[O:16])([CH3:13])([CH3:12])[CH3:11].C(Cl)CCl.[CH:40]1[CH:41]=[CH:42]C2N(O)N=[N:46][C:44]=2[CH:45]=1.N1CCCCC1. (8) Given the product [Br:8][C:9]1[CH:10]=[C:11]([C:16]2[N:17]([C:18]3[CH:23]=[CH:22][CH:21]=[C:20]([Cl:24])[C:19]=3[Cl:25])[CH:3]=[CH:4][N:5]=2)[C:12]([Cl:15])=[N:13][CH:14]=1, predict the reactants needed to synthesize it. The reactants are: CO[CH:3](OC)[CH2:4][NH2:5].[Br:8][C:9]1[CH:10]=[C:11]([C:16](Cl)=[N:17][C:18]2[CH:23]=[CH:22][CH:21]=[C:20]([Cl:24])[C:19]=2[Cl:25])[C:12]([Cl:15])=[N:13][CH:14]=1.C1(C)C=CC(S(O)(=O)=O)=CC=1.